This data is from Forward reaction prediction with 1.9M reactions from USPTO patents (1976-2016). The task is: Predict the product of the given reaction. (1) Given the reactants [C:1]1([CH2:11][C:12]([OH:14])=[O:13])([CH2:7][C:8]([OH:10])=O)[CH2:6][CH2:5][CH2:4][CH2:3][CH2:2]1.C(OC(=O)C)(=O)C, predict the reaction product. The product is: [C:1]12([CH2:7][C:8](=[O:10])[O:14][C:12](=[O:13])[CH2:11]1)[CH2:2][CH2:3][CH2:4][CH2:5][CH2:6]2. (2) The product is: [NH2:23][C:8]1[C:7]([OH:26])=[C:6]([Cl:5])[CH:21]=[C:20]([Cl:22])[C:9]=1[C:10]([NH:12][C:13]1[CH:14]=[CH:15][C:16]([F:19])=[CH:17][CH:18]=1)=[O:11]. Given the reactants O.[Sn](Cl)Cl.[Cl:5][C:6]1[CH:21]=[C:20]([Cl:22])[C:9]([C:10]([NH:12][C:13]2[CH:18]=[CH:17][C:16]([F:19])=[CH:15][CH:14]=2)=[O:11])=[C:8]([N+:23]([O-])=O)[C:7]=1[OH:26].CCO.C([O-])(O)=O.[Na+], predict the reaction product. (3) Given the reactants [Cl:1][C:2]1[CH:3]=[C:4]([C:9]2[N:14]=[C:13]([CH:15]=O)[CH:12]=[CH:11][CH:10]=2)[CH:5]=[CH:6][C:7]=1[F:8].[NH2:17][C:18]1([CH2:23][OH:24])[CH2:22][CH2:21][CH2:20][CH2:19]1.C(O)(=O)C.C([BH3-])#N, predict the reaction product. The product is: [Cl:1][C:2]1[CH:3]=[C:4]([C:9]2[N:14]=[C:13]([CH2:15][NH:17][C:18]3([CH2:23][OH:24])[CH2:22][CH2:21][CH2:20][CH2:19]3)[CH:12]=[CH:11][CH:10]=2)[CH:5]=[CH:6][C:7]=1[F:8]. (4) The product is: [CH:33]1[C:28]2[CH:27]=[CH:26][C:25]3[CH:34]=[CH:35][CH:36]=[CH:37][C:24]=3[C:23](=[C:20]3[CH2:19][CH2:18][N:17]([C:15](=[O:16])[CH2:14][C@@H:9]([NH:8][C:6](=[O:7])[O:5][CH2:1][CH3:2])[CH2:10][OH:11])[CH2:22][CH2:21]3)[C:29]=2[CH:30]=[CH:31][CH:32]=1. Given the reactants [C:1]([O:5][C:6]([NH:8][C@H:9]([CH2:14][C:15]([N:17]1[CH2:22][CH2:21][C:20](=[C:23]2[C:29]3[CH:30]=[CH:31][CH:32]=[CH:33][C:28]=3[CH:27]=[CH:26][C:25]3[CH:34]=[CH:35][CH:36]=[CH:37][C:24]2=3)[CH2:19][CH2:18]1)=[O:16])[C:10](OC)=[O:11])=[O:7])(C)(C)[CH3:2].Cl.C(OCC)(=O)C.C(OC(OCC)=O)(=O)OCC.C(N(CC)CC)C.[Cl-].[NH4+], predict the reaction product. (5) The product is: [Cl:14][N:3]1[C:4]([CH3:9])([CH3:8])[CH2:5][CH2:6][CH2:7][C:2]1([CH3:10])[CH3:1]. Given the reactants [CH3:1][C:2]1([CH3:10])[CH2:7][CH2:6][CH2:5][C:4]([CH3:9])([CH3:8])[NH:3]1.[OH-].[Ca+2].[OH-].[Cl:14]Cl, predict the reaction product.